This data is from Full USPTO retrosynthesis dataset with 1.9M reactions from patents (1976-2016). The task is: Predict the reactants needed to synthesize the given product. (1) Given the product [C:19]1([C:7]2([C:1]3[CH:2]=[CH:3][CH:4]=[CH:5][CH:6]=3)[CH2:15][C:14]3[C:10](=[C:11]([C:16]([O:18][CH3:25])=[O:17])[NH:12][N:13]=3)[CH:9]=[CH:8]2)[CH:24]=[CH:23][CH:22]=[CH:21][CH:20]=1, predict the reactants needed to synthesize it. The reactants are: [C:1]1([C:7]2([C:19]3[CH:24]=[CH:23][CH:22]=[CH:21][CH:20]=3)[CH2:15][C:14]3[NH:13][N:12]=[C:11]([C:16]([OH:18])=[O:17])[C:10]=3[CH:9]=[CH:8]2)[CH:6]=[CH:5][CH:4]=[CH:3][CH:2]=1.[CH3:25]O. (2) Given the product [F:8][C:9]1[C:17]([C:18]([F:21])([F:19])[F:20])=[N:16][CH:15]=[CH:14][C:10]=1[C:11]([N:1]1[CH2:6][CH2:5][C:4](=[O:7])[CH2:3][CH2:2]1)=[O:12], predict the reactants needed to synthesize it. The reactants are: [NH:1]1[CH2:6][CH2:5][C:4](=[O:7])[CH2:3][CH2:2]1.[F:8][C:9]1[C:17]([C:18]([F:21])([F:20])[F:19])=[N:16][CH:15]=[CH:14][C:10]=1[C:11](O)=[O:12].F[P-](F)(F)(F)(F)F.N1(O[P+](N(C)C)(N(C)C)N(C)C)C2C=CC=CC=2N=N1.C(N(CC)CC)C. (3) Given the product [C:22]([O:21][C:20]([NH:19][C:12]1[C:13]2[C:18](=[CH:17][CH:16]=[CH:15][CH:14]=2)[C:9]([O:8][C:6]2[CH:5]=[CH:4][N:3]=[C:2]([NH:27][C:28]3[CH:29]=[C:30]([CH:34]=[C:35]([C:37]#[C:38][Si:39]([CH:40]([CH3:42])[CH3:41])([CH:46]([CH3:48])[CH3:47])[CH:43]([CH3:45])[CH3:44])[CH:36]=3)[C:31]([OH:33])=[O:32])[N:7]=2)=[CH:10][CH:11]=1)=[O:26])([CH3:25])([CH3:24])[CH3:23], predict the reactants needed to synthesize it. The reactants are: Cl[C:2]1[N:7]=[C:6]([O:8][C:9]2[C:18]3[C:13](=[CH:14][CH:15]=[CH:16][CH:17]=3)[C:12]([NH:19][C:20](=[O:26])[O:21][C:22]([CH3:25])([CH3:24])[CH3:23])=[CH:11][CH:10]=2)[CH:5]=[CH:4][N:3]=1.[NH2:27][C:28]1[CH:29]=[C:30]([CH:34]=[C:35]([C:37]#[C:38][Si:39]([CH:46]([CH3:48])[CH3:47])([CH:43]([CH3:45])[CH3:44])[CH:40]([CH3:42])[CH3:41])[CH:36]=1)[C:31]([OH:33])=[O:32].C(=O)([O-])[O-].[Cs+].[Cs+]. (4) Given the product [CH3:1][N:2]([CH3:31])[CH2:3][CH2:4][N:5]1[C:9]2=[CH:10][CH:11]=[C:12]3[C:17]([N:16]=[C:15]([C:18]4[CH:19]=[CH:20][C:21]([NH:22][C:39]([NH:38][C:32]5[CH:37]=[CH:36][CH:35]=[CH:34][CH:33]=5)=[O:40])=[CH:23][CH:24]=4)[N:14]=[C:13]3[N:25]3[CH2:30][CH2:29][O:28][CH2:27][CH2:26]3)=[C:8]2[CH:7]=[CH:6]1, predict the reactants needed to synthesize it. The reactants are: [CH3:1][N:2]([CH3:31])[CH2:3][CH2:4][N:5]1[C:9]2=[CH:10][CH:11]=[C:12]3[C:17]([N:16]=[C:15]([C:18]4[CH:24]=[CH:23][C:21]([NH2:22])=[CH:20][CH:19]=4)[N:14]=[C:13]3[N:25]3[CH2:30][CH2:29][O:28][CH2:27][CH2:26]3)=[C:8]2[CH:7]=[CH:6]1.[C:32]1([N:38]=[C:39]=[O:40])[CH:37]=[CH:36][CH:35]=[CH:34][CH:33]=1. (5) Given the product [CH:20]1[C:21]2[C:26](=[CH:25][CH:24]=[CH:23][CH:22]=2)[CH:27]=[C:18]([C:9]2[O:10][C:11]3[C:16]([C:7](=[N:6][OH:5])[CH:8]=2)=[CH:15][CH:14]=[C:13]([NH:38][CH2:37][CH2:36][CH2:35][N:32]2[CH2:33][CH2:34][N:29]([CH3:28])[CH2:30][CH2:31]2)[CH:12]=3)[N:19]=1, predict the reactants needed to synthesize it. The reactants are: C([O:5][N:6]=[C:7]1[C:16]2[C:11](=[CH:12][C:13](Br)=[CH:14][CH:15]=2)[O:10][C:9]([C:18]2[N:19]=[CH:20][C:21]3[C:26]([CH:27]=2)=[CH:25][CH:24]=[CH:23][CH:22]=3)=[CH:8]1)(C)(C)C.[CH3:28][N:29]1[CH2:34][CH2:33][N:32]([CH2:35][CH2:36][CH2:37][NH2:38])[CH2:31][CH2:30]1. (6) Given the product [C:1]([Si:5]([C:22]1[CH:27]=[CH:26][CH:25]=[CH:24][CH:23]=1)([C:16]1[CH:17]=[CH:18][CH:19]=[CH:20][CH:21]=1)[O:6][C:7]1[CH:14]=[CH:13][C:10]([CH2:11][NH2:12])=[C:9]([F:15])[CH:8]=1)([CH3:4])([CH3:2])[CH3:3], predict the reactants needed to synthesize it. The reactants are: [C:1]([Si:5]([C:22]1[CH:27]=[CH:26][CH:25]=[CH:24][CH:23]=1)([C:16]1[CH:21]=[CH:20][CH:19]=[CH:18][CH:17]=1)[O:6][C:7]1[CH:14]=[CH:13][C:10]([C:11]#[N:12])=[C:9]([F:15])[CH:8]=1)([CH3:4])([CH3:3])[CH3:2].[H-].[Al+3].[Li+].[H-].[H-].[H-]. (7) Given the product [CH3:8][O:9][CH:10]([O:13][CH3:14])[CH2:11][NH:5][CH2:4][CH2:3][C:2]([CH3:7])([CH3:6])[CH3:1], predict the reactants needed to synthesize it. The reactants are: [CH3:1][C:2]([CH3:7])([CH3:6])[CH2:3][CH2:4][NH2:5].[CH3:8][O:9][CH:10]([O:13][CH3:14])[CH:11]=O. (8) Given the product [Cl:38][C:36]1[CH:35]=[CH:34][C:33]([OH:39])=[C:32]([C:25]2[C:24]([C:23]#[C:22][C:19]3[CH:18]=[CH:17][C:16]([NH:15][C:14]([C@H:9]4[CH2:10][CH2:11][CH2:12][CH2:13][NH:8]4)=[O:40])=[CH:21][CH:20]=3)=[CH:28][N:27]([CH2:29][CH2:30][OH:31])[N:26]=2)[CH:37]=1, predict the reactants needed to synthesize it. The reactants are: C(OC([N:8]1[CH2:13][CH2:12][CH2:11][CH2:10][C@@H:9]1[C:14](=[O:40])[NH:15][C:16]1[CH:21]=[CH:20][C:19]([C:22]#[C:23][C:24]2[C:25]([C:32]3[CH:37]=[C:36]([Cl:38])[CH:35]=[CH:34][C:33]=3[OH:39])=[N:26][N:27]([CH2:29][CH2:30][OH:31])[CH:28]=2)=[CH:18][CH:17]=1)=O)(C)(C)C.C(O)(C(F)(F)F)=O. (9) The reactants are: [H-].[Na+].[OH:3][CH2:4][CH:5]1[CH2:9][O:8][C:7]2([CH2:14][CH2:13][N:12]([CH2:15][CH2:16][C:17]3[CH:22]=[CH:21][CH:20]=[CH:19][CH:18]=3)[CH2:11][CH2:10]2)[O:6]1.[Cl:23][C:24]1[S:25][C:26]([CH2:29]Cl)=[CH:27][N:28]=1. Given the product [Cl:23][C:24]1[S:25][C:26]([CH2:29][O:3][CH2:4][CH:5]2[CH2:9][O:8][C:7]3([CH2:10][CH2:11][N:12]([CH2:15][CH2:16][C:17]4[CH:18]=[CH:19][CH:20]=[CH:21][CH:22]=4)[CH2:13][CH2:14]3)[O:6]2)=[CH:27][N:28]=1, predict the reactants needed to synthesize it. (10) Given the product [CH2:1]([O:8][C:9]1[CH:10]=[C:11]2[C:16](=[CH:17][C:18]=1[O:19][CH3:20])[CH:15]([C:21]([OH:23])=[O:22])[N:14]([C:26]([O:28][C:29]([CH3:32])([CH3:31])[CH3:30])=[O:27])[CH2:13][CH2:12]2)[C:2]1[CH:7]=[CH:6][CH:5]=[CH:4][CH:3]=1, predict the reactants needed to synthesize it. The reactants are: [CH2:1]([O:8][C:9]1[CH:10]=[C:11]2[C:16](=[CH:17][C:18]=1[O:19][CH3:20])[CH:15]([C:21]([O:23]CC)=[O:22])[N:14]([C:26]([O:28][C:29]([CH3:32])([CH3:31])[CH3:30])=[O:27])[CH2:13][CH2:12]2)[C:2]1[CH:7]=[CH:6][CH:5]=[CH:4][CH:3]=1.CCO.O.[OH-].[K+].